From a dataset of NCI-60 drug combinations with 297,098 pairs across 59 cell lines. Regression. Given two drug SMILES strings and cell line genomic features, predict the synergy score measuring deviation from expected non-interaction effect. (1) Drug 1: C1CN(P(=O)(OC1)NCCCl)CCCl. Drug 2: C1C(C(OC1N2C=NC(=NC2=O)N)CO)O. Cell line: T-47D. Synergy scores: CSS=-8.34, Synergy_ZIP=1.57, Synergy_Bliss=-4.36, Synergy_Loewe=-8.39, Synergy_HSA=-10.4. (2) Drug 1: CC1C(C(CC(O1)OC2CC(CC3=C2C(=C4C(=C3O)C(=O)C5=C(C4=O)C(=CC=C5)OC)O)(C(=O)CO)O)N)O.Cl. Drug 2: CC1C(C(CC(O1)OC2CC(CC3=C2C(=C4C(=C3O)C(=O)C5=C(C4=O)C(=CC=C5)OC)O)(C(=O)CO)O)N)O.Cl. Cell line: HCC-2998. Synergy scores: CSS=46.5, Synergy_ZIP=-2.23, Synergy_Bliss=0.0617, Synergy_Loewe=-1.09, Synergy_HSA=0.443.